From a dataset of Reaction yield outcomes from USPTO patents with 853,638 reactions. Predict the reaction yield, written as a fraction of the theoretical maximum amount of product (1.0 means a 100% yield; for example, 0.34 means a 34% yield). (1) The reactants are [C:1]([C:5]1[CH:10]=[C:9]([C:11]([F:14])([F:13])[F:12])[C:8]([N+:15]([O-])=O)=[CH:7][C:6]=1[O:18][CH3:19])([CH3:4])([CH3:3])[CH3:2].C([O-])=O.[NH4+]. The catalyst is CCO.[Pd]. The product is [C:1]([C:5]1[CH:10]=[C:9]([C:11]([F:14])([F:12])[F:13])[C:8]([NH2:15])=[CH:7][C:6]=1[O:18][CH3:19])([CH3:4])([CH3:2])[CH3:3]. The yield is 0.950. (2) The reactants are [H-].[Al+3].[Li+].[H-].[H-].[H-].[OH:7][C:8]1[CH:13]=[CH:12][C:11]([C:14]([CH3:18])([CH3:17])[C:15]#[N:16])=[CH:10][CH:9]=1.[C:19](O[C:19]([O:21][C:22]([CH3:25])([CH3:24])[CH3:23])=[O:20])([O:21][C:22]([CH3:25])([CH3:24])[CH3:23])=[O:20]. The catalyst is O1CCCC1. The product is [C:22]([O:21][C:19](=[O:20])[NH:16][CH2:15][C:14]([C:11]1[CH:10]=[CH:9][C:8]([OH:7])=[CH:13][CH:12]=1)([CH3:18])[CH3:17])([CH3:25])([CH3:24])[CH3:23]. The yield is 0.0500. (3) The reactants are [H-].[Na+].[CH2:3]([OH:10])[C:4]1[CH:9]=[CH:8][CH:7]=[CH:6][CH:5]=1.[NH2:11][C:12]1[S:13][C:14]2[C:19]([NH:20][C@H:21]([CH2:24][CH:25]([CH3:27])[CH3:26])[CH2:22][OH:23])=[N:18][C:17](S(CC3C=CC=CC=3)(=O)=O)=[N:16][C:15]=2[N:38]=1. The catalyst is C1C=CC=CC=1. The product is [NH2:11][C:12]1[S:13][C:14]2[C:19]([NH:20][C@H:21]([CH2:24][CH:25]([CH3:26])[CH3:27])[CH2:22][OH:23])=[N:18][C:17]([O:10][CH2:3][C:4]3[CH:9]=[CH:8][CH:7]=[CH:6][CH:5]=3)=[N:16][C:15]=2[N:38]=1. The yield is 0.130. (4) The reactants are [C:1]([O:5][C:6]([NH:8][C@@H:9]([C:11]([OH:13])=O)[CH3:10])=[O:7])([CH3:4])([CH3:3])[CH3:2].CN1CCOCC1.C(OC(Cl)=O)C(C)C.[CH3:29][O:30][C:31](=[O:51])[C@H:32]([NH:42][CH2:43][C:44]1[CH:49]=[CH:48][C:47]([F:50])=[CH:46][CH:45]=1)[CH2:33][O:34][CH2:35][C:36]1[CH:41]=[CH:40][CH:39]=[CH:38][CH:37]=1. The catalyst is O1CCCC1.C(OCC)(=O)C. The product is [CH3:29][O:30][C:31](=[O:51])[C@H:32]([N:42]([CH2:43][C:44]1[CH:49]=[CH:48][C:47]([F:50])=[CH:46][CH:45]=1)[C:11]([C@@H:9]([NH:8][C:6]([O:5][C:1]([CH3:2])([CH3:3])[CH3:4])=[O:7])[CH3:10])=[O:13])[CH2:33][O:34][CH2:35][C:36]1[CH:41]=[CH:40][CH:39]=[CH:38][CH:37]=1. The yield is 0.630.